Predict the reaction yield, written as a fraction of the theoretical maximum amount of product (1.0 means a 100% yield; for example, 0.34 means a 34% yield). From a dataset of Reaction yield outcomes from USPTO patents with 853,638 reactions. (1) The reactants are [F:1][C:2]([F:67])([F:66])[C:3]1[CH:4]=[C:5]([CH:59]=[C:60]([C:62]([F:65])([F:64])[F:63])[CH:61]=1)[C:6]([N:8]1[CH2:12][C@@:11]([CH2:20][CH2:21][N:22]2[CH2:27][CH2:26][C:25]3([C:35]4[C:30](=[CH:31][CH:32]=[CH:33][CH:34]=4)[CH2:29][C@@H:28]3[O:36][CH2:37][C:38]([N:40]([CH3:58])[CH2:41][CH2:42][CH2:43][N:44]([CH3:57])[C:45](=[O:56])[CH2:46][C:47]3[CH:52]=[CH:51][C:50]([N+:53]([O-])=O)=[CH:49][CH:48]=3)=[O:39])[CH2:24][CH2:23]2)([C:13]2[CH:18]=[CH:17][C:16]([F:19])=[CH:15][CH:14]=2)[O:10][CH2:9]1)=[O:7]. The catalyst is C(O)C.[C].[Pd]. The product is [NH2:53][C:50]1[CH:51]=[CH:52][C:47]([CH2:46][C:45]([N:44]([CH2:43][CH2:42][CH2:41][N:40]([C:38](=[O:39])[CH2:37][O:36][C@@H:28]2[C:25]3([CH2:24][CH2:23][N:22]([CH2:21][CH2:20][C@:11]4([C:13]5[CH:18]=[CH:17][C:16]([F:19])=[CH:15][CH:14]=5)[O:10][CH2:9][N:8]([C:6](=[O:7])[C:5]5[CH:4]=[C:3]([C:2]([F:1])([F:66])[F:67])[CH:61]=[C:60]([C:62]([F:64])([F:63])[F:65])[CH:59]=5)[CH2:12]4)[CH2:27][CH2:26]3)[C:35]3[C:30](=[CH:31][CH:32]=[CH:33][CH:34]=3)[CH2:29]2)[CH3:58])[CH3:57])=[O:56])=[CH:48][CH:49]=1. The yield is 0.980. (2) The reactants are CO.Cl.[CH3:4][O:5][C:6]1[CH:11]=[CH:10][C:9]([NH:12][NH2:13])=[CH:8][CH:7]=1.[F:14][C:15]([F:27])([F:26])[C:16](=O)[CH2:17][C:18]([C:20]1[O:21][CH:22]=[CH:23][CH:24]=1)=O.FC(F)(F)C(O)=O. The catalyst is C(O)(C)C.O. The product is [O:21]1[CH:22]=[CH:23][CH:24]=[C:20]1[C:18]1[N:12]([C:9]2[CH:10]=[CH:11][C:6]([O:5][CH3:4])=[CH:7][CH:8]=2)[N:13]=[C:16]([C:15]([F:14])([F:26])[F:27])[CH:17]=1. The yield is 0.960. (3) The reactants are Br[C:2]1[C:11]2[C:6](=[CH:7][CH:8]=[CH:9][CH:10]=2)[C:5]([CH3:12])=[C:4]([N:13]([CH2:28][C:29]2[CH:34]=[CH:33][C:32]([O:35][C:36]([F:39])([F:38])[F:37])=[CH:31][CH:30]=2)[S:14]([C:17]2[CH:27]=[CH:26][C:20]([C:21]([O:23][CH2:24][CH3:25])=[O:22])=[CH:19][CH:18]=2)(=[O:16])=[O:15])[N:3]=1.[CH:40](OB(O)O)=[CH:41][CH3:42]. No catalyst specified. The product is [CH3:12][C:5]1[C:6]2[C:11](=[CH:10][CH:9]=[CH:8][CH:7]=2)[C:2](/[CH:40]=[CH:41]/[CH3:42])=[N:3][C:4]=1[N:13]([CH2:28][C:29]1[CH:30]=[CH:31][C:32]([O:35][C:36]([F:38])([F:37])[F:39])=[CH:33][CH:34]=1)[S:14]([C:17]1[CH:27]=[CH:26][C:20]([C:21]([O:23][CH2:24][CH3:25])=[O:22])=[CH:19][CH:18]=1)(=[O:15])=[O:16]. The yield is 0.990. (4) The reactants are Cl.[CH3:2][NH:3][O:4][CH3:5].CCN(C(C)C)C(C)C.C[Al](C)C.[CH3:19][O:20][CH2:21][C:22]1[C:23](=[O:42])[C:24]([C:38](OC)=[O:39])=[N:25][N:26]([C:28]2[CH:33]=[CH:32][CH:31]=[C:30]([C:34]([F:37])([F:36])[F:35])[CH:29]=2)[CH:27]=1. The catalyst is C(Cl)Cl. The product is [CH3:5][O:4][N:3]([CH3:2])[C:38]([C:24]1[C:23](=[O:42])[C:22]([CH2:21][O:20][CH3:19])=[CH:27][N:26]([C:28]2[CH:33]=[CH:32][CH:31]=[C:30]([C:34]([F:35])([F:37])[F:36])[CH:29]=2)[N:25]=1)=[O:39]. The yield is 0.600. (5) The reactants are [CH2:1]([NH:3][C:4]([NH:6][C:7]1[S:8][C:9]2[C:15]([C:16]3[CH:21]=[C:20]([CH3:22])[CH:19]=[CH:18][N:17]=3)=[CH:14][C:13]([OH:23])=[CH:12][C:10]=2[N:11]=1)=[O:5])[CH3:2].N1C=CC=CC=1.[F:30][C:31]([F:44])([F:43])[S:32](O[S:32]([C:31]([F:44])([F:43])[F:30])(=[O:34])=[O:33])(=[O:34])=[O:33]. The catalyst is ClCCl. The product is [CH2:1]([NH:3][C:4](=[O:5])[NH:6][C:7]1[S:8][C:9]2[C:15]([C:16]3[CH:21]=[C:20]([CH3:22])[CH:19]=[CH:18][N:17]=3)=[CH:14][C:13]([O:23][S:32]([C:31]([F:44])([F:43])[F:30])(=[O:34])=[O:33])=[CH:12][C:10]=2[N:11]=1)[CH3:2]. The yield is 1.00. (6) The product is [CH3:1][CH2:2][CH2:3][S:4]([NH:7][C:8]1[CH:9]=[CH:10][C:11]([F:33])=[C:12]([C:15]([C:17]2[C:21]3[CH:22]=[C:23]([C:26]4[CH:27]=[CH:28][C:29]([Cl:32])=[CH:30][CH:31]=4)[CH:24]=[N:25][C:20]=3[NH:19][CH:18]=2)=[O:16])[C:13]=1[F:14])(=[O:6])=[O:5].[OH:34][CH2:35][CH2:36][N+:37]([CH3:40])([CH3:39])[CH3:38]. The reactants are [CH3:1][CH2:2][CH2:3][S:4]([NH:7][C:8]1[CH:9]=[CH:10][C:11]([F:33])=[C:12]([C:15]([C:17]2[C:21]3[CH:22]=[C:23]([C:26]4[CH:27]=[CH:28][C:29]([Cl:32])=[CH:30][CH:31]=4)[CH:24]=[N:25][C:20]=3[NH:19][CH:18]=2)=[O:16])[C:13]=1[F:14])(=[O:6])=[O:5].[OH:34][CH2:35][CH2:36][N+:37]([CH3:40])([CH3:39])[CH3:38]. The catalyst is CC(C)=O. The yield is 0.297. (7) The reactants are Br[CH2:2][C:3]1[CH:10]=[CH:9][C:6]([CH:7]=[O:8])=[CH:5][C:4]=1[Cl:11].C([O-])([O-])=O.[K+].[K+].[NH2:18][C:19]1[CH:24]=[CH:23][CH:22]=[CH:21][N:20]=1. The catalyst is CN(C)C(=O)C.O. The product is [Cl:11][C:4]1[CH:5]=[C:6]([CH:9]=[CH:10][C:3]=1[CH2:2][NH:18][C:19]1[CH:24]=[CH:23][CH:22]=[CH:21][N:20]=1)[CH:7]=[O:8]. The yield is 0.500.